Dataset: Forward reaction prediction with 1.9M reactions from USPTO patents (1976-2016). Task: Predict the product of the given reaction. (1) The product is: [CH3:14][C:13]1[CH:12]=[CH:11][C:9]2[C:7](=[CH:6][CH:5]=[C:4]([N+:1]([O-:3])=[O:2])[CH:10]=2)[N:8]=1. Given the reactants [N+:1]([C:4]1[CH:10]=[CH:9][C:7]([NH2:8])=[CH:6][CH:5]=1)([O-:3])=[O:2].[CH:11](=O)/[CH:12]=[CH:13]/[CH3:14].[OH-].[K+], predict the reaction product. (2) Given the reactants CCN(C(C)C)C(C)C.CN(C(ON1N=NC2C=CC=NC1=2)=[N+](C)C)C.F[P-](F)(F)(F)(F)F.Cl.Cl.[NH:36]1[CH:40]=[C:39]([CH2:41][CH2:42][NH2:43])[N:38]=[CH:37]1.[CH3:44][C:45]1[CH:46]=[CH:47][C:48]([N:54]2[N:58]=[CH:57][CH:56]=[N:55]2)=[C:49]([CH:53]=1)[C:50](O)=[O:51], predict the reaction product. The product is: [NH:36]1[CH:40]=[C:39]([CH2:41][CH2:42][NH:43][C:50](=[O:51])[C:49]2[CH:53]=[C:45]([CH3:44])[CH:46]=[CH:47][C:48]=2[N:54]2[N:58]=[CH:57][CH:56]=[N:55]2)[N:38]=[CH:37]1. (3) Given the reactants C(OC([NH:8][CH:9]([CH2:13][C:14]1[CH:19]=[CH:18][C:17]([O:20][CH2:21][CH2:22][CH2:23][CH2:24][CH2:25][O:26][C:27]2[CH:32]=[C:31]([C:33]3[CH:38]=[CH:37][CH:36]=[CH:35][CH:34]=3)[CH:30]=[C:29]([C:39]3[CH:44]=[CH:43][CH:42]=[CH:41][CH:40]=3)[N:28]=2)=[CH:16][CH:15]=1)[C:10]([OH:12])=[O:11])=O)(C)(C)C.FC(F)(F)C(O)=O.C(#N)C.O, predict the reaction product. The product is: [NH2:8][CH:9]([CH2:13][C:14]1[CH:19]=[CH:18][C:17]([O:20][CH2:21][CH2:22][CH2:23][CH2:24][CH2:25][O:26][C:27]2[CH:32]=[C:31]([C:33]3[CH:34]=[CH:35][CH:36]=[CH:37][CH:38]=3)[CH:30]=[C:29]([C:39]3[CH:44]=[CH:43][CH:42]=[CH:41][CH:40]=3)[N:28]=2)=[CH:16][CH:15]=1)[C:10]([OH:12])=[O:11]. (4) The product is: [C:1]([O:5][C:6]([N:8]1[CH2:13][CH2:12][N:11]2[C:14]([CH:18]([CH3:20])[CH3:19])=[N:15][CH:16]=[C:10]2[CH:9]1[CH2:21][CH2:22][C:23]1[CH:24]=[CH:25][C:26]([C:29]([F:30])([F:31])[F:32])=[CH:27][CH:28]=1)=[O:7])([CH3:3])([CH3:4])[CH3:2]. Given the reactants [C:1]([O:5][C:6]([N:8]1[CH2:13][CH2:12][N:11]2[C:14]([CH:18]([CH3:20])[CH3:19])=[N:15][C:16](I)=[C:10]2[CH:9]1[CH2:21][CH2:22][C:23]1[CH:28]=[CH:27][C:26]([C:29]([F:32])([F:31])[F:30])=[CH:25][CH:24]=1)=[O:7])([CH3:4])([CH3:3])[CH3:2].C([Li])CCC.O, predict the reaction product.